This data is from Reaction yield outcomes from USPTO patents with 853,638 reactions. The task is: Predict the reaction yield, written as a fraction of the theoretical maximum amount of product (1.0 means a 100% yield; for example, 0.34 means a 34% yield). (1) The reactants are [N:1]([CH2:4][CH:5]1[CH2:9][C:8]2[CH:10]=[C:11]([CH:20]3[CH2:24][CH2:23][CH2:22][CH2:21]3)[CH:12]=[C:13]([C:14]3[CH:19]=[CH:18][CH:17]=[CH:16][CH:15]=3)[C:7]=2[O:6]1)=[N+]=[N-].C1(P(C2C=CC=CC=2)C2C=CC=CC=2)C=CC=CC=1. No catalyst specified. The product is [CH:20]1([C:11]2[CH:12]=[C:13]([C:14]3[CH:19]=[CH:18][CH:17]=[CH:16][CH:15]=3)[C:7]3[O:6][CH:5]([CH2:4][NH2:1])[CH2:9][C:8]=3[CH:10]=2)[CH2:21][CH2:22][CH2:23][CH2:24]1. The yield is 0.500. (2) The reactants are [OH-].[Na+].[F:3][CH:4]([F:24])[C:5]1[CH:6]=[CH:7][C:8]2[O:13][CH:12]([C:14]([F:17])([F:16])[F:15])[C:11]([C:18]([O:20]CC)=[O:19])=[CH:10][C:9]=2[CH:23]=1. The catalyst is C1COCC1.CCO.O. The product is [F:24][CH:4]([F:3])[C:5]1[CH:6]=[CH:7][C:8]2[O:13][CH:12]([C:14]([F:17])([F:15])[F:16])[C:11]([C:18]([OH:20])=[O:19])=[CH:10][C:9]=2[CH:23]=1. The yield is 0.600. (3) The product is [F:16][C:13]1([F:15])[CH2:14][C@H:10]([OH:9])[C@@H:11]([C:17]2[N:21]([CH3:22])[N:20]=[CH:19][CH:18]=2)[CH2:12]1. The catalyst is CO. The reactants are C([O:9][C@H:10]1[CH2:14][C:13]([F:16])([F:15])[CH2:12][C@@H:11]1[C:17]1[N:21]([CH3:22])[N:20]=[CH:19][CH:18]=1)(=O)C1C=CC=CC=1.C(=O)([O-])[O-].[K+].[K+].O. The yield is 0.810. (4) The reactants are Br[C:2]1[CH:11]=[C:10]2[C:5]([C:6]([N:13]3[CH2:18][CH2:17][O:16][CH2:15][CH2:14]3)=[N:7][C:8]([Cl:12])=[N:9]2)=[CH:4][CH:3]=1.[CH3:19][C:20]1[O:24][C:23](B2OC(C)(C)C(C)(C)O2)=[CH:22][CH:21]=1.C(=O)([O-])[O-].[Na+].[Na+].CN(C=O)C. The catalyst is Cl[Pd](Cl)([P](C1C=CC=CC=1)(C1C=CC=CC=1)C1C=CC=CC=1)[P](C1C=CC=CC=1)(C1C=CC=CC=1)C1C=CC=CC=1.O. The product is [Cl:12][C:8]1[N:7]=[C:6]([N:13]2[CH2:18][CH2:17][O:16][CH2:15][CH2:14]2)[C:5]2[C:10](=[CH:11][C:2]([C:23]3[O:24][C:20]([CH3:19])=[CH:21][CH:22]=3)=[CH:3][CH:4]=2)[N:9]=1. The yield is 0.700.